This data is from Reaction yield outcomes from USPTO patents with 853,638 reactions. The task is: Predict the reaction yield, written as a fraction of the theoretical maximum amount of product (1.0 means a 100% yield; for example, 0.34 means a 34% yield). The yield is 0.820. The catalyst is ClCCl.C1C=CC([P]([Pd]([P](C2C=CC=CC=2)(C2C=CC=CC=2)C2C=CC=CC=2)([P](C2C=CC=CC=2)(C2C=CC=CC=2)C2C=CC=CC=2)[P](C2C=CC=CC=2)(C2C=CC=CC=2)C2C=CC=CC=2)(C2C=CC=CC=2)C2C=CC=CC=2)=CC=1. The product is [CH3:16][CH:15]([CH3:17])[CH2:14][CH2:13][NH:12][N:8]1[CH:9]=[CH:10][CH:11]=[C:7]1[C:5]([OH:6])=[O:4]. The reactants are C([O:4][C:5]([C:7]1[N:8]([NH:12][CH2:13][CH2:14][CH:15]([CH3:17])[CH3:16])[CH:9]=[CH:10][CH:11]=1)=[O:6])C=C.Cl.C(ON)C1C=CC=CC=1.